This data is from Full USPTO retrosynthesis dataset with 1.9M reactions from patents (1976-2016). The task is: Predict the reactants needed to synthesize the given product. Given the product [CH3:13][C:12]1[C@@:2]2([CH3:1])[C@H:3]([C:4]([CH3:8])([CH3:9])[CH2:5][CH2:6][CH2:7]2)[C:10](=[O:14])[CH:11]=1, predict the reactants needed to synthesize it. The reactants are: [CH3:1][C:2]1[CH2:7][CH2:6][CH2:5][C:4]([CH3:9])([CH3:8])[C:3]=1[C:10](=[O:14])/[CH:11]=[CH:12]/[CH3:13].O.